Dataset: Catalyst prediction with 721,799 reactions and 888 catalyst types from USPTO. Task: Predict which catalyst facilitates the given reaction. (1) Reactant: [O:1]=[C:2]1[C:11]2[C:6](=[CH:7][CH:8]=[CH:9][CH:10]=2)[C:5]2[CH2:12][C:13]3[C:14]([C:19](OC)=[O:20])=[CH:15][CH:16]=[CH:17][C:18]=3[C:4]=2[NH:3]1. Product: [OH:20][CH2:19][C:14]1[C:13]2[CH2:12][C:5]3[C:6]4[C:11](=[CH:10][CH:9]=[CH:8][CH:7]=4)[C:2](=[O:1])[NH:3][C:4]=3[C:18]=2[CH:17]=[CH:16][CH:15]=1. The catalyst class is: 1. (2) Reactant: Cl[CH2:2][CH2:3][O:4][C:5]1[CH:10]=[CH:9][C:8]([C:11]2[O:15][C:14]([C:16]3[C:21]([F:22])=[CH:20][CH:19]=[CH:18][C:17]=3[F:23])=[N:13][C:12]=2[C:24]([NH2:26])=[O:25])=[CH:7][CH:6]=1.C([NH:34][CH2:35][CH2:36][OH:37])C1C=CC=CC=1. Product: [F:23][C:17]1[CH:18]=[CH:19][CH:20]=[C:21]([F:22])[C:16]=1[C:14]1[O:15][C:11]([C:8]2[CH:9]=[CH:10][C:5]([O:4][CH2:3][CH2:2][NH:34][CH2:35][CH2:36][OH:37])=[CH:6][CH:7]=2)=[C:12]([C:24]([NH2:26])=[O:25])[N:13]=1. The catalyst class is: 19. (3) Reactant: [Cl:1][C:2]1[CH:3]=[C:4]([SH:8])[CH:5]=[CH:6][CH:7]=1.C[S:10]([CH3:12])=O. Product: [Cl:1][C:2]1[CH:3]=[C:4]([S:8][S:10][C:12]2[CH:5]=[CH:6][CH:7]=[C:2]([Cl:1])[CH:3]=2)[CH:5]=[CH:6][CH:7]=1. The catalyst class is: 25. (4) Reactant: Cl[C:2]1[N:10]=[CH:9][N:8]=[C:7]2[C:3]=1[N:4]=[CH:5][N:6]2[C@H:11]1[C@H:15]([OH:16])[C@H:14]([OH:17])[C@@H:13]([C:18]2[NH:19][N:20]=[CH:21][CH:22]=2)[O:12]1.C(N(CC)C(C)C)(C)C.Cl.[O:33]1[CH2:38][CH2:37][CH:36]([NH2:39])[CH2:35][CH2:34]1. Product: [N:20]1[NH:19][C:18]([C@@H:13]2[C@H:14]([OH:17])[C@H:15]([OH:16])[C@H:11]([N:6]3[CH:5]=[N:4][C:3]4[C:7]3=[N:8][CH:9]=[N:10][C:2]=4[NH:39][CH:36]3[CH2:37][CH2:38][O:33][CH2:34][CH2:35]3)[O:12]2)=[CH:22][CH:21]=1. The catalyst class is: 32. (5) Reactant: CO[C:3]([C:5]1[CH:6]=[CH:7][CH:8]=[C:9]2[O:13][C:12]([NH:14][CH:15]3[CH2:20][CH2:19][N:18]([C:21]([O:23][C:24]([CH3:27])([CH3:26])[CH3:25])=[O:22])[CH2:17][CH2:16]3)=[N:11][C:10]=12)=[O:4].C(OC(N1CCC(NC2OC3C(=C(C(O)=O)C=CC=3)N=2)CC1)=O)(C)(C)C.Cl.[CH3:55][O:56][C:57](=[O:60])[CH2:58][NH2:59].ClC1N=C(OC)N=C(OC)N=1.CN1CCOCC1. Product: [C:24]([O:23][C:21]([N:18]1[CH2:17][CH2:16][CH:15]([NH:14][C:12]2[O:13][C:9]3[CH:8]=[CH:7][CH:6]=[C:5]([C:3](=[O:4])[NH:59][CH2:58][C:57]([O:56][CH3:55])=[O:60])[C:10]=3[N:11]=2)[CH2:20][CH2:19]1)=[O:22])([CH3:26])([CH3:25])[CH3:27]. The catalyst class is: 23. (6) Reactant: [Cl:1][C:2]1[CH:18]=[CH:17][CH:16]=[C:15]([F:19])[C:3]=1[C:4]([NH:6][C:7]1[CH:12]=[CH:11][N:10]=[C:9]([Cl:13])[C:8]=1[F:14])=O.S(Cl)([Cl:22])=O. Product: [Cl:1][C:2]1[CH:18]=[CH:17][CH:16]=[C:15]([F:19])[C:3]=1[C:4]([Cl:22])=[N:6][C:7]1[CH:12]=[CH:11][N:10]=[C:9]([Cl:13])[C:8]=1[F:14]. The catalyst class is: 11. (7) Reactant: Br[C:2]1[CH:3]=[N:4][N:5]([C:7]2[CH:8]=[N:9][CH:10]=[CH:11][CH:12]=2)[CH:6]=1.[NH:13]1[CH:17]=[CH:16][C:15]([C:18]2[N:23]=[CH:22][CH:21]=[CH:20][N:19]=2)=[N:14]1.C(=O)([O-])[O-].[Cs+].[Cs+].C(=NO)C1C(=CC=CC=1)O. Product: [N:9]1[CH:10]=[CH:11][CH:12]=[C:7]([N:5]2[CH:6]=[C:2]([N:13]3[CH:17]=[CH:16][C:15]([C:18]4[N:19]=[CH:20][CH:21]=[CH:22][N:23]=4)=[N:14]3)[CH:3]=[N:4]2)[CH:8]=1. The catalyst class is: 3.